From a dataset of Catalyst prediction with 721,799 reactions and 888 catalyst types from USPTO. Predict which catalyst facilitates the given reaction. (1) Reactant: C([O:4][C:5]([CH3:36])([CH3:35])[C:6]([NH:8][C:9]1[CH:14]=[CH:13][C:12]([F:15])=[C:11]([N:16]2[C:21]([CH3:22])=[CH:20][C:19]([O:23][CH2:24][C:25]3[CH:30]=[CH:29][C:28]([F:31])=[CH:27][C:26]=3[F:32])=[C:18]([Br:33])[C:17]2=[O:34])[CH:10]=1)=[O:7])(=O)C.CO.[OH-].[Na+]. Product: [Br:33][C:18]1[C:17](=[O:34])[N:16]([C:11]2[CH:10]=[C:9]([NH:8][C:6](=[O:7])[C:5]([OH:4])([CH3:35])[CH3:36])[CH:14]=[CH:13][C:12]=2[F:15])[C:21]([CH3:22])=[CH:20][C:19]=1[O:23][CH2:24][C:25]1[CH:30]=[CH:29][C:28]([F:31])=[CH:27][C:26]=1[F:32]. The catalyst class is: 7. (2) Reactant: [NH2:1][C:2]1[CH:16]=[CH:15][CH:14]=[C:13]([F:17])[C:3]=1[C:4]([NH:6][C:7]1[CH:12]=[CH:11][CH:10]=[CH:9][CH:8]=1)=[O:5].[C:18]([O:22][C:23]([NH:25][C@@H:26]([CH2:30][CH3:31])[C:27](O)=[O:28])=[O:24])([CH3:21])([CH3:20])[CH3:19].CN(C(ON1N=NC2C=CC=NC1=2)=[N+](C)C)C.F[P-](F)(F)(F)(F)F.CCN(C(C)C)C(C)C. Product: [F:17][C:13]1[C:3]([C:4](=[O:5])[NH:6][C:7]2[CH:12]=[CH:11][CH:10]=[CH:9][CH:8]=2)=[C:2]([NH:1][C:27](=[O:28])[C@@H:26]([NH:25][C:23](=[O:24])[O:22][C:18]([CH3:20])([CH3:19])[CH3:21])[CH2:30][CH3:31])[CH:16]=[CH:15][CH:14]=1. The catalyst class is: 2. (3) Product: [NH2:39][C:35]1[N:34]=[CH:33][N:32]=[C:31]2[C:36]=1[N:37]=[CH:38][N:30]2[C@H:29]1[C@@H:24]2[O:23][C:22]([CH3:21])([CH3:43])[O:26][C@@H:25]2[C@@H:27]([CH2:40][N:41]([CH3:42])[CH2:17][CH2:16][C@H:15]([NH:14][C:12]([NH:11][C:8]2[CH:9]=[CH:10][C:5]([C:1]([CH3:4])([CH3:3])[CH3:2])=[CH:6][CH:7]=2)=[O:13])[CH2:19][CH3:20])[O:28]1. The catalyst class is: 26. Reactant: [C:1]([C:5]1[CH:10]=[CH:9][C:8]([NH:11][C:12]([NH:14][C@H:15]([CH2:19][CH3:20])[CH2:16][CH:17]=O)=[O:13])=[CH:7][CH:6]=1)([CH3:4])([CH3:3])[CH3:2].[CH3:21][C:22]1([CH3:43])[O:26][C@@H:25]2[C@@H:27]([CH2:40][NH:41][CH3:42])[O:28][C@@H:29]([N:30]3[CH:38]=[N:37][C:36]4[C:31]3=[N:32][CH:33]=[N:34][C:35]=4[NH2:39])[C@@H:24]2[O:23]1.[BH-](OC(C)=O)(OC(C)=O)OC(C)=O.[Na+]. (4) Reactant: [NH2:1][C:2]1[C:7]([Cl:8])=[C:6]([C:9]([O:11]C)=[O:10])[N:5]=[C:4]([C:13]2[CH:14]=[N:15][C:16]([Br:19])=[CH:17][CH:18]=2)[C:3]=1[F:20].[OH-].[Na+].Cl. Product: [NH2:1][C:2]1[C:7]([Cl:8])=[C:6]([C:9]([OH:11])=[O:10])[N:5]=[C:4]([C:13]2[CH:14]=[N:15][C:16]([Br:19])=[CH:17][CH:18]=2)[C:3]=1[F:20]. The catalyst class is: 87.